From a dataset of Full USPTO retrosynthesis dataset with 1.9M reactions from patents (1976-2016). Predict the reactants needed to synthesize the given product. (1) The reactants are: [CH:1]1([S:4]([C:7]2[CH:12]=[CH:11][C:10]([CH:13]([CH2:31][CH:32]3[CH2:37][CH2:36][O:35][CH2:34][CH2:33]3)[C:14](=O)[CH2:15][CH2:16][C:17]([C:19]3[S:20][C:21]([CH2:24][O:25][CH2:26][CH2:27][O:28][CH3:29])=[CH:22][N:23]=3)=O)=[CH:9][CH:8]=2)(=[O:6])=[O:5])[CH2:3][CH2:2]1.C([O-])(=O)C.[NH4+:42].[OH-].[Na+]. Given the product [CH:1]1([S:4]([C:7]2[CH:12]=[CH:11][C:10]([CH:13]([C:14]3[NH:42][C:17]([C:19]4[S:20][C:21]([CH2:24][O:25][CH2:26][CH2:27][O:28][CH3:29])=[CH:22][N:23]=4)=[CH:16][CH:15]=3)[CH2:31][CH:32]3[CH2:37][CH2:36][O:35][CH2:34][CH2:33]3)=[CH:9][CH:8]=2)(=[O:5])=[O:6])[CH2:2][CH2:3]1, predict the reactants needed to synthesize it. (2) Given the product [C:1]1([C:20]2[CH:21]=[CH:22][CH:23]=[CH:24][CH:25]=2)[C:2]([C:7]([NH:9][C:10]2[CH:19]=[CH:18][C:13]([C:14]([OH:16])=[O:15])=[CH:12][CH:11]=2)=[O:8])=[CH:3][CH:4]=[CH:5][CH:6]=1, predict the reactants needed to synthesize it. The reactants are: [C:1]1([C:20]2[CH:25]=[CH:24][CH:23]=[CH:22][CH:21]=2)[C:2]([C:7]([NH:9][C:10]2[CH:19]=[CH:18][C:13]([C:14]([O:16]C)=[O:15])=[CH:12][CH:11]=2)=[O:8])=[CH:3][CH:4]=[CH:5][CH:6]=1.[OH-].[Na+].